This data is from Forward reaction prediction with 1.9M reactions from USPTO patents (1976-2016). The task is: Predict the product of the given reaction. (1) Given the reactants Br[C:2]1[O:6][C:5]([C:7]2[CH:14]=[CH:13][C:10]([C:11]#[N:12])=[CH:9][N:8]=2)=[CH:4][CH:3]=1.C([O-])([O-])=O.[Na+].[Na+].[C:21]([C:23]1[CH:28]=[CH:27][C:26](B(O)O)=[CH:25][CH:24]=1)#[N:22].CN(C=O)C, predict the reaction product. The product is: [C:21]([C:23]1[CH:28]=[CH:27][C:26]([C:2]2[O:6][C:5]([C:7]3[CH:14]=[CH:13][C:10]([C:11]#[N:12])=[CH:9][N:8]=3)=[CH:4][CH:3]=2)=[CH:25][CH:24]=1)#[N:22]. (2) Given the reactants [F:1][C:2]1[CH:14]=[CH:13][C:5]([C:6](=[O:12])[NH:7][CH2:8][C:9]([OH:11])=O)=[CH:4][CH:3]=1.[C:15]1([CH:21]([NH2:28])[C:22]2[CH:27]=[CH:26][N:25]=[CH:24][CH:23]=2)[CH:20]=[CH:19][CH:18]=[CH:17][CH:16]=1, predict the reaction product. The product is: [F:1][C:2]1[CH:3]=[CH:4][C:5]([C:6]([NH:7][CH2:8][C:9](=[O:11])[NH:28][CH:21]([C:15]2[CH:16]=[CH:17][CH:18]=[CH:19][CH:20]=2)[C:22]2[CH:27]=[CH:26][N:25]=[CH:24][CH:23]=2)=[O:12])=[CH:13][CH:14]=1. (3) Given the reactants [Br-].[CH2:2]([CH:9]1[C:18]2[C:13](=[CH:14][CH:15]=[C:16]([O:19][CH3:20])[CH:17]=2)[CH2:12][CH2:11][C:10]1=[N+]1CCCC1)[C:3]1[CH:8]=[CH:7][CH:6]=[CH:5][CH:4]=1.CC(O)=[O:28], predict the reaction product. The product is: [CH2:2]([CH:9]1[C:18]2[C:13](=[CH:14][CH:15]=[C:16]([O:19][CH3:20])[CH:17]=2)[CH2:12][CH2:11][C:10]1=[O:28])[C:3]1[CH:8]=[CH:7][CH:6]=[CH:5][CH:4]=1. (4) The product is: [OH:33][CH2:32][CH2:31][CH2:30][NH:29][C:11]([C:9]1[CH:8]=[CH:7][C:6]2[N:2]([CH3:1])[C:3]([NH:14][C:15]3[S:16][C:17]4[CH:23]=[C:22]([O:24][C:25]([F:27])([F:28])[F:26])[CH:21]=[CH:20][C:18]=4[N:19]=3)=[N:4][C:5]=2[CH:10]=1)=[O:13]. Given the reactants [CH3:1][N:2]1[C:6]2[CH:7]=[CH:8][C:9]([C:11]([OH:13])=O)=[CH:10][C:5]=2[N:4]=[C:3]1[NH:14][C:15]1[S:16][C:17]2[CH:23]=[C:22]([O:24][C:25]([F:28])([F:27])[F:26])[CH:21]=[CH:20][C:18]=2[N:19]=1.[NH2:29][CH2:30][CH2:31][CH2:32][OH:33].CN(C(ON1N=NC2C=CC=CC1=2)=[N+](C)C)C.F[P-](F)(F)(F)(F)F.CCN(C(C)C)C(C)C, predict the reaction product. (5) Given the reactants [C:1]([N:3]1[C:11]2[CH:10]=[CH:9][C:8]([CH3:12])=[CH:7][C:6]=2[C:5]2[CH2:13][N:14]([CH3:17])[CH2:15][CH2:16][C:4]1=2)#[CH:2].Br[C:19]1[CH:20]=[CH:21][C:22]([CH3:25])=[N:23][CH:24]=1.CCCC[N+:30]([CH2:39][CH2:40][CH2:41][CH3:42])([CH2:35][CH2:36]CC)CCCC.[F-:43], predict the reaction product. The product is: [CH3:17][N:14]1[CH2:15][CH2:16][C:4]2[N:3]([C:1]#[C:2][C:19]3[CH:24]=[N:23][C:22]([CH3:25])=[CH:21][CH:20]=3)[C:11]3[CH:10]=[CH:9][C:8]([CH3:12])=[CH:7][C:6]=3[C:5]=2[CH2:13]1.[F:43][C:1]([N:3]1[C:11]2[CH:10]=[CH:9][C:8]([CH3:12])=[CH:7][C:6]=2[C:5]2[CH2:13][N:14]([CH3:17])[CH2:15][CH2:16][C:4]1=2)=[C:2]([C:40]1[CH:39]=[N:30][C:35]([CH3:36])=[CH:42][CH:41]=1)[C:19]1[CH:24]=[N:23][C:22]([CH3:25])=[CH:21][CH:20]=1. (6) The product is: [C:18]([N:22]1[C:26]([CH2:27][NH:17][CH2:16][CH2:15][N:12]2[CH2:11][CH2:10][N:9]([C:6]3[CH:5]=[CH:4][C:3]([O:2][CH3:1])=[CH:8][CH:7]=3)[CH2:14][CH2:13]2)=[CH:25][C:24]([CH2:29][CH:30]([CH3:32])[CH3:31])=[N:23]1)([CH3:21])([CH3:20])[CH3:19]. Given the reactants [CH3:1][O:2][C:3]1[CH:8]=[CH:7][C:6]([N:9]2[CH2:14][CH2:13][N:12]([CH2:15][CH2:16][NH2:17])[CH2:11][CH2:10]2)=[CH:5][CH:4]=1.[C:18]([N:22]1[C:26]([CH:27]=O)=[CH:25][C:24]([CH2:29][CH:30]([CH3:32])[CH3:31])=[N:23]1)([CH3:21])([CH3:20])[CH3:19], predict the reaction product. (7) Given the reactants C([O:8][C:9]1[CH:14]=[CH:13][CH:12]=[CH:11][C:10]=1[C:15]1[CH2:24][C:23](=[O:25])[C:22]2[C:17](=[CH:18][CH:19]=[C:20]([N:26]3[CH2:31][CH2:30][O:29][CH2:28][CH2:27]3)[CH:21]=2)[N:16]=1)C1C=CC=CC=1, predict the reaction product. The product is: [OH:8][C:9]1[CH:14]=[CH:13][CH:12]=[CH:11][C:10]=1[C:15]1[CH2:24][C:23](=[O:25])[C:22]2[C:17](=[CH:18][CH:19]=[C:20]([N:26]3[CH2:31][CH2:30][O:29][CH2:28][CH2:27]3)[CH:21]=2)[N:16]=1. (8) Given the reactants [C:1]([O:5][C:6]([N:8]1[C:16]2[C:11](=[CH:12][C:13]([NH:17][C:18](=[O:28])[CH:19]([C:21]3[CH:26]=[CH:25][CH:24]=[C:23]([Cl:27])[CH:22]=3)[OH:20])=[CH:14][CH:15]=2)[CH:10]=[N:9]1)=[O:7])([CH3:4])([CH3:3])[CH3:2].N1C=CC=CC=1.[CH3:35][S:36](Cl)(=[O:38])=[O:37], predict the reaction product. The product is: [C:1]([O:5][C:6]([N:8]1[C:16]2[C:11](=[CH:12][C:13]([NH:17][C:18](=[O:28])[CH:19]([C:21]3[CH:26]=[CH:25][CH:24]=[C:23]([Cl:27])[CH:22]=3)[O:20][S:36]([CH3:35])(=[O:38])=[O:37])=[CH:14][CH:15]=2)[CH:10]=[N:9]1)=[O:7])([CH3:4])([CH3:2])[CH3:3].